Dataset: Peptide-MHC class I binding affinity with 185,985 pairs from IEDB/IMGT. Task: Regression. Given a peptide amino acid sequence and an MHC pseudo amino acid sequence, predict their binding affinity value. This is MHC class I binding data. The peptide sequence is TTAQGTSMYP. The MHC is HLA-A03:01 with pseudo-sequence HLA-A03:01. The binding affinity (normalized) is 0.0512.